Task: Predict the reaction yield, written as a fraction of the theoretical maximum amount of product (1.0 means a 100% yield; for example, 0.34 means a 34% yield).. Dataset: Reaction yield outcomes from USPTO patents with 853,638 reactions (1) The reactants are Cl[C:2]1[N:7]=[C:6]([NH:8][CH2:9][C:10]2[CH:14]=[C:13]([CH3:15])[O:12][C:11]=2[CH3:16])[C:5]([F:17])=[CH:4][N:3]=1.[NH2:18][C:19]1[CH:20]=[C:21]([OH:25])[CH:22]=[CH:23][CH:24]=1. No catalyst specified. The product is [CH3:16][C:11]1[O:12][C:13]([CH3:15])=[CH:14][C:10]=1[CH2:9][NH:8][C:6]1[C:5]([F:17])=[CH:4][N:3]=[C:2]([NH:18][C:19]2[CH:24]=[CH:23][CH:22]=[C:21]([OH:25])[CH:20]=2)[N:7]=1. The yield is 0.510. (2) The reactants are [F:1][C:2]1[CH:7]=[CH:6][C:5]([N:8]2[C:12]([O:13][CH:14]([CH3:16])[CH3:15])=[C:11]([NH2:17])[CH:10]=[N:9]2)=[CH:4][CH:3]=1.[CH3:18][C:19]1[N:20]([CH:28]([CH3:32])[C:29](O)=[O:30])[CH:21]=[C:22]([C:24]([F:27])([F:26])[F:25])[N:23]=1.CN(C(ON1N=NC2C=CC=NC1=2)=[N+](C)C)C.F[P-](F)(F)(F)(F)F.CCN(CC)CC. The catalyst is C(Cl)Cl.C(=O)(O)[O-].[Na+]. The product is [CH:14]([O:13][C:12]1[N:8]([C:5]2[CH:4]=[CH:3][C:2]([F:1])=[CH:7][CH:6]=2)[N:9]=[CH:10][C:11]=1[NH:17][C:29](=[O:30])[CH:28]([N:20]1[CH:21]=[C:22]([C:24]([F:25])([F:27])[F:26])[N:23]=[C:19]1[CH3:18])[CH3:32])([CH3:15])[CH3:16]. The yield is 0.520. (3) The reactants are [NH2:1][C:2]1[C:7]([OH:8])=[C:6]([S:9]([N:12]2[CH2:17][CH2:16][NH:15][CH2:14][CH2:13]2)(=[O:11])=[O:10])[C:5]([Cl:18])=[CH:4][CH:3]=1.[C:19](O[C:19]([O:21][C:22]([CH3:25])([CH3:24])[CH3:23])=[O:20])([O:21][C:22]([CH3:25])([CH3:24])[CH3:23])=[O:20]. The catalyst is C(Cl)Cl. The product is [C:22]([O:21][C:19]([N:15]1[CH2:16][CH2:17][N:12]([S:9]([C:6]2[C:5]([Cl:18])=[CH:4][CH:3]=[C:2]([NH2:1])[C:7]=2[OH:8])(=[O:11])=[O:10])[CH2:13][CH2:14]1)=[O:20])([CH3:25])([CH3:24])[CH3:23]. The yield is 0.890.